This data is from Full USPTO retrosynthesis dataset with 1.9M reactions from patents (1976-2016). The task is: Predict the reactants needed to synthesize the given product. (1) Given the product [C:1]([O:5][C:6]([NH:8][C:9]1[C:14]([C:15]([O:17][CH3:18])=[O:16])=[CH:13][CH:12]=[C:11]([NH:30][CH2:29][CH2:28][NH:27][C:20]([O:22][C:23]([CH3:26])([CH3:25])[CH3:24])=[O:21])[N:10]=1)=[O:7])([CH3:4])([CH3:3])[CH3:2], predict the reactants needed to synthesize it. The reactants are: [C:1]([O:5][C:6]([NH:8][C:9]1[C:14]([C:15]([O:17][CH3:18])=[O:16])=[CH:13][CH:12]=[C:11](Cl)[N:10]=1)=[O:7])([CH3:4])([CH3:3])[CH3:2].[C:20]([NH:27][CH2:28][CH2:29][NH2:30])([O:22][C:23]([CH3:26])([CH3:25])[CH3:24])=[O:21]. (2) Given the product [Cl:24][C:2]([Cl:1])([Cl:23])[CH2:3][O:4][C:5](=[O:22])[C:6]1[CH:11]=[CH:10][CH:9]=[CH:8][C:7]=1[CH2:12][S:13][C:14]1[CH:19]=[CH:18][C:17]([CH2:20][O:21][C:34](=[O:35])[CH2:33][C:30]2[CH:29]=[CH:28][C:27]([C:26]([F:37])([F:25])[F:38])=[CH:32][CH:31]=2)=[CH:16][CH:15]=1, predict the reactants needed to synthesize it. The reactants are: [Cl:1][C:2]([Cl:24])([Cl:23])[CH2:3][O:4][C:5](=[O:22])[C:6]1[CH:11]=[CH:10][CH:9]=[CH:8][C:7]=1[CH2:12][S:13][C:14]1[CH:19]=[CH:18][C:17]([CH2:20][OH:21])=[CH:16][CH:15]=1.[F:25][C:26]([F:38])([F:37])[C:27]1[CH:32]=[CH:31][C:30]([CH2:33][C:34](O)=[O:35])=[CH:29][CH:28]=1.Cl.